Dataset: Full USPTO retrosynthesis dataset with 1.9M reactions from patents (1976-2016). Task: Predict the reactants needed to synthesize the given product. (1) The reactants are: B.O1CCCC1.[CH3:7][O:8][C:9]([C@H:11]1[CH2:16][CH2:15][C@H:14]([C:17](O)=[O:18])[CH2:13][CH2:12]1)=[O:10].O.C(=O)([O-])O.[Na+]. Given the product [OH:18][CH2:17][C@H:14]1[CH2:13][CH2:12][C@H:11]([C:9]([O:8][CH3:7])=[O:10])[CH2:16][CH2:15]1, predict the reactants needed to synthesize it. (2) The reactants are: C(Cl)Cl.C([O:11][C:12]1[CH:13]=[CH:14][C:15]([C@@H:23]([OH:45])[CH2:24][NH:25][CH2:26][C:27]2([CH3:44])[CH2:32][CH2:31][N:30]([CH2:33][CH2:34][O:35][CH2:36][CH2:37][C:38]3[CH:43]=[CH:42][CH:41]=[CH:40][CH:39]=3)[CH2:29][CH2:28]2)=[C:16]2[C:21]=1[NH:20][C:19](=[O:22])[CH:18]=[CH:17]2)C1C=CC=CC=1. Given the product [OH:11][C:12]1[CH:13]=[CH:14][C:15]([C@@H:23]([OH:45])[CH2:24][NH:25][CH2:26][C:27]2([CH3:44])[CH2:28][CH2:29][N:30]([CH2:33][CH2:34][O:35][CH2:36][CH2:37][C:38]3[CH:43]=[CH:42][CH:41]=[CH:40][CH:39]=3)[CH2:31][CH2:32]2)=[C:16]2[C:21]=1[NH:20][C:19](=[O:22])[CH:18]=[CH:17]2, predict the reactants needed to synthesize it. (3) Given the product [CH3:7][C:8]1[CH:9]=[C:10]([NH:14][C:15]2[S:16][C:17]([CH2:26][CH2:27][CH2:28][OH:29])=[C:18]([C:20]3[CH:25]=[CH:24][N:23]=[CH:22][CH:21]=3)[N:19]=2)[CH:11]=[CH:12][CH:13]=1, predict the reactants needed to synthesize it. The reactants are: [H-].[H-].[H-].[H-].[Li+].[Al+3].[CH3:7][C:8]1[CH:9]=[C:10]([NH:14][C:15]2[S:16][C:17]([CH2:26][CH2:27][C:28](O)=[O:29])=[C:18]([C:20]3[CH:25]=[CH:24][N:23]=[CH:22][CH:21]=3)[N:19]=2)[CH:11]=[CH:12][CH:13]=1.O.Cl. (4) Given the product [C:23]1(/[CH:29]=[CH:30]/[CH2:31][C:32](=[S:10])[NH2:34])[CH:28]=[CH:27][CH:26]=[CH:25][CH:24]=1, predict the reactants needed to synthesize it. The reactants are: COC1C=CC(P2(SP(C3C=CC(OC)=CC=3)(=S)S2)=[S:10])=CC=1.[C:23]1(/[CH:29]=[CH:30]/[CH2:31][C:32]([NH2:34])=O)[CH:28]=[CH:27][CH:26]=[CH:25][CH:24]=1.